From a dataset of Full USPTO retrosynthesis dataset with 1.9M reactions from patents (1976-2016). Predict the reactants needed to synthesize the given product. Given the product [Cl:30][C:9]1[N:10]=[N:11][CH:12]=[C:13]([C:14]2[CH:19]=[CH:18][C:17]([Cl:20])=[CH:16][CH:15]=2)[C:8]=1[C:5]1[CH:6]=[CH:7][C:2]([Cl:1])=[CH:3][CH:4]=1, predict the reactants needed to synthesize it. The reactants are: [Cl:1][C:2]1[CH:7]=[CH:6][C:5]([C:8]2[C:9](=O)[NH:10][N:11]=[CH:12][C:13]=2[C:14]2[CH:19]=[CH:18][C:17]([Cl:20])=[CH:16][CH:15]=2)=[CH:4][CH:3]=1.N1C=CC=CC=1.O=P(Cl)(Cl)[Cl:30].